This data is from Full USPTO retrosynthesis dataset with 1.9M reactions from patents (1976-2016). The task is: Predict the reactants needed to synthesize the given product. (1) Given the product [C:1]1([N:7]2[C:11](=[O:12])[C:10]([C:19](=[O:20])[CH:18]([CH2:22][CH3:23])[CH2:17][CH3:26])=[C:9]([CH3:13])[NH:8]2)[CH:6]=[CH:5][CH:4]=[CH:3][CH:2]=1, predict the reactants needed to synthesize it. The reactants are: [C:1]1([N:7]2[C:11](=[O:12])[CH:10]=[C:9]([CH3:13])[NH:8]2)[CH:6]=[CH:5][CH:4]=[CH:3][CH:2]=1.[OH-].[Ca+2].[OH-].[CH3:17][CH:18]([CH2:22][CH3:23])[C:19](Cl)=[O:20].Cl.O1CCOC[CH2:26]1. (2) Given the product [Br:1][C:2]1[C:3]2[C:7]([CH:8]=[C:9]([F:11])[CH:10]=1)=[N:6][N:5]1[C:21]([CH:23]3[CH2:28][CH2:27][N:26]([C:29]([O:31][C:32]([CH3:35])([CH3:34])[CH3:33])=[O:30])[CH2:25][CH2:24]3)=[CH:17][C:16](=[O:15])[NH:12][C:4]=21, predict the reactants needed to synthesize it. The reactants are: [Br:1][C:2]1[CH:10]=[C:9]([F:11])[CH:8]=[C:7]2[C:3]=1[C:4]([NH2:12])=[N:5][NH:6]2.CC1(C)OC(=O)[CH:17]([C:21]([CH:23]2[CH2:28][CH2:27][N:26]([C:29]([O:31][C:32]([CH3:35])([CH3:34])[CH3:33])=[O:30])[CH2:25][CH2:24]2)=O)[C:16](=O)[O:15]1.P([O-])([O-])([O-])=O.[K+].[K+].[K+].